Dataset: Full USPTO retrosynthesis dataset with 1.9M reactions from patents (1976-2016). Task: Predict the reactants needed to synthesize the given product. The reactants are: [Br:1][C:2]1[CH:10]=[CH:9][C:8]([C:11]([O:13]C)=[O:12])=[C:7]2[C:3]=1[C:4]([CH2:15][NH:16][CH2:17][C:18]1[CH:23]=[CH:22][C:21]([O:24][CH3:25])=[CH:20][CH:19]=1)=[CH:5][NH:6]2.[Li+].[OH-]. Given the product [Br:1][C:2]1[CH:10]=[CH:9][C:8]([C:11]([OH:13])=[O:12])=[C:7]2[C:3]=1[C:4]([CH2:15][NH:16][CH2:17][C:18]1[CH:19]=[CH:20][C:21]([O:24][CH3:25])=[CH:22][CH:23]=1)=[CH:5][NH:6]2, predict the reactants needed to synthesize it.